Dataset: Full USPTO retrosynthesis dataset with 1.9M reactions from patents (1976-2016). Task: Predict the reactants needed to synthesize the given product. Given the product [Cl:38][C:37]1[CH:36]=[C:35]([F:39])[CH:34]=[C:33]([Cl:40])[C:32]=1[N:23]([CH2:24][O:25][CH2:26][CH2:27][Si:28]([CH3:31])([CH3:30])[CH3:29])[C:7]1[C:8]2[CH:9]=[CH:10][N:11]([CH2:15][O:16][CH2:17][CH2:18][Si:19]([CH3:21])([CH3:22])[CH3:20])[C:12](=[O:14])[C:13]=2[C:4]2[CH:3]=[C:2]([NH:43][CH2:44][CH:45]([OH:46])[C:47]3[CH:52]=[N:51][CH:50]=[CH:49][N:48]=3)[CH:42]=[CH:41][C:5]=2[N:6]=1, predict the reactants needed to synthesize it. The reactants are: Br[C:2]1[CH:42]=[CH:41][C:5]2[N:6]=[C:7]([N:23]([C:32]3[C:37]([Cl:38])=[CH:36][C:35]([F:39])=[CH:34][C:33]=3[Cl:40])[CH2:24][O:25][CH2:26][CH2:27][Si:28]([CH3:31])([CH3:30])[CH3:29])[C:8]3[CH:9]=[CH:10][N:11]([CH2:15][O:16][CH2:17][CH2:18][Si:19]([CH3:22])([CH3:21])[CH3:20])[C:12](=[O:14])[C:13]=3[C:4]=2[CH:3]=1.[NH2:43][CH2:44][CH:45]([C:47]1[CH:52]=[N:51][CH:50]=[CH:49][N:48]=1)[OH:46].N1CCC[C@H]1C(O)=O.C(=O)([O-])[O-].[K+].[K+].